From a dataset of Experimentally validated miRNA-target interactions with 360,000+ pairs, plus equal number of negative samples. Binary Classification. Given a miRNA mature sequence and a target amino acid sequence, predict their likelihood of interaction. (1) The miRNA is hsa-miR-6515-5p with sequence UUGGAGGGUGUGGAAGACAUC. The protein sequence of the target gene is MPRHHAGGEEGGAAGLWVKSGAAAAAAGGGRLGSGMKDVESGRGRVLLNSAAARGDGLLLLGTRAATLGGGGGGLRESRRGKQGARMSLLGKPLSYTSSQSCRRNVKYRRVQNYLYNVLERPRGWAFIYHAFVFLLVFGCLILSVFSTIPEHTKLASSCLLILEFVMIVVFGLEFIIRIWSAGCCCRYRGWQGRLRFARKPFCVIDTIVLIASIAVVSAKTQGNIFATSALRSLRFLQILRMVRMDRRGGTWKLLGSVVYAHSKELITAWYIGFLVLIFSSFLVYLVEKDANKEFSTYAD.... Result: 1 (interaction). (2) The miRNA is mmu-miR-466k with sequence UGUGUGUGUACAUGUACAUGUGA. The protein sequence of the target gene is MALKGQEDYIFHFKDSSHPVDFLDAFRTFYMDGLFTDITLQCPSGIIFHCHRAVLAACSNYFKAMFTADMKEKFKSKIKLSGIHHDILEGLVNYAYTSQIEITKRNVQSLLEAADLLQFLSVKKACEQFLVRHLDIDNCIGMHSFAEFHVCSELEKESRRILCSRFKEVWQQEEFLEISLEKFLFILSRKNLSVWKEEAILEPVIKWTAHDVENRIECIYNLLSYINIDIDPVYLKTALGLQRSCLLTENKIRSLIYNALNPMHKEISQRSTATMYIIGGYYWHPLSEVHIWDPLTNVWI.... Result: 1 (interaction). (3) The miRNA is mmu-miR-297b-5p with sequence AUGUAUGUGUGCAUGAACAUGU. The protein sequence of the target gene is MSGKSLLLKVILLGDGGVGKSSLMNRYVTNKFDSQAFHTIGVEFLNRDLEVDGRFVTLQIWDTAGQERFKSLRTPFYRGADCCLLTFSVDDRQSFENLGNWQKEFIYYADVKDPDHFPFVVLGNKVDKEDRQVTTEEAQAWCMENGNYPYLETSAKDDTNVTVAFEEAVRQVLAVEEQLEHCMLGHTIDLNSGSKASSSCC. Result: 1 (interaction). (4) The miRNA is hsa-miR-3973 with sequence ACAAAGUACAGCAUUAGCCUUAG. The protein sequence of the target gene is MEPDNSPRKIQFTVPLLEPHLDPEAAEQIRRRRPTPATLVLTSDQSSPEIDEDRIPNSLLKSTLSMSPRQRKKMTRTTPTMKELQTMVEHHLGQQKQGEEPEGATESTGNQESCPPGIPDTGSASRPDTPGTAQKSAESNPKTQEQCGVEPRTEDSSAHMLPLDSQGASLV. Result: 0 (no interaction). (5) Result: 0 (no interaction). The miRNA is rno-miR-7a-5p with sequence UGGAAGACUAGUGAUUUUGUUGU. The protein sequence of the target gene is MAEHLELLAEMPMVGRMSTQERLKHAQKRRAQQVKMWAQAEKEAQGKKGPGERPRKEAASQGLLKQVLFPPSVVLLEAAARNDLEEVRQFLGSGVSPDLANEDGLTALHQCCIDDFREMVQQLLEAGANINACDSECWTPLHAAATCGHLHLVELLIASGANLLAVNTDGNMPYDLCDDEQTLDCLETAMADRGITQDSIEAARAVPELRMLDDIRSRLQAGADLHAPLDHGATLLHVAAANGFSEAAALLLEHRASLSAKDQDGWEPLHAAAYWGQVPLVELLVAHGADLNAKSLMDET.... (6) The miRNA is hsa-miR-1224-5p with sequence GUGAGGACUCGGGAGGUGG. The protein sequence of the target gene is MGNECFLTFTTTHLSEAEQKLALYRLQLVEPPKLPLEKKTNPDKDGPDIKPNLWMWVNPNMVYPPGKLEVAVKEEDQSALSAFQPALKEEEDSCSEASEVQQPLPPCRQKRKQRRSTVPLPLAPGRRAPLENPWRLPQAISPEGRLWSRPPLHYFHLIALALRNSPPCGLSVQQIYSFTREHFPFFRTAPEAWKNTVRHNLSFRDSFEKVPASRQGGASTGPRSCLWKLTEEGHRRFSKEARTLASTQLQSIQQCMSQPGVKPFLFDL. Result: 0 (no interaction). (7) The miRNA is hsa-miR-92b-3p with sequence UAUUGCACUCGUCCCGGCCUCC. The protein sequence of the target gene is MAAEKQVPGGGGGGGSGGGGGSGGGGSGGGRGAGGEENKENERPSAGSKANKEFGDSLSLEILQIIKESQQQHGLRHGDFQRYRGYCSRRQRRLRKTLNFKMGNRHKFTGKKVTEELLTDNRYLLLVLMDAERAWSYAMQLKQEANTEPRKRFHLLSRLRKAVKHAEELERLCESNRVDAKTKLEAQAYTAYLSGMLRFEHQEWKAAIEAFNKCKTIYEKLASAFTEEQAVLYNQRVEEISPNIRYCAYNIGDQSAINELMQMRLRSGGTEGLLAEKLEALITQTRAKQAATMSEVEWRG.... Result: 1 (interaction).